This data is from Catalyst prediction with 721,799 reactions and 888 catalyst types from USPTO. The task is: Predict which catalyst facilitates the given reaction. (1) Reactant: [Br:1][CH2:2][C:3]([C:5]1[CH:10]=[CH:9][C:8]([N+:11]([O-])=O)=[CH:7][CH:6]=1)=[O:4].[C:14]1([C@@H:20]([NH:32][C:33]2[CH:38]=[CH:37][CH:36]=[CH:35][CH:34]=2)[C:21]([O:23][C@@H:24]2[CH:29]3[CH2:30][CH2:31][N:26]([CH2:27][CH2:28]3)[CH2:25]2)=[O:22])[CH:19]=[CH:18][CH:17]=[CH:16][CH:15]=1. Product: [Br-:1].[NH2:11][C:8]1[CH:9]=[CH:10][C:5]([C:3](=[O:4])[CH2:2][N+:26]23[CH2:27][CH2:28][CH:29]([CH2:30][CH2:31]2)[C@@H:24]([O:23][C:21](=[O:22])[C@@H:20]([C:14]2[CH:19]=[CH:18][CH:17]=[CH:16][CH:15]=2)[NH:32][C:33]2[CH:38]=[CH:37][CH:36]=[CH:35][CH:34]=2)[CH2:25]3)=[CH:6][CH:7]=1. The catalyst class is: 582. (2) Reactant: [N:1]([CH2:4][C:5]1[N:6]=[C:7]([NH:10][C:11]([NH:13][C:14]2[CH:19]=[CH:18][C:17]([CH3:20])=[CH:16][C:15]=2[C:21]([CH:23]2[CH2:27][CH2:26][CH2:25][CH2:24]2)=[O:22])=[O:12])[S:8][CH:9]=1)=[N+]=[N-]. Product: [NH2:1][CH2:4][C:5]1[N:6]=[C:7]([NH:10][C:11]([NH:13][C:14]2[CH:19]=[CH:18][C:17]([CH3:20])=[CH:16][C:15]=2[C:21]([CH:23]2[CH2:27][CH2:26][CH2:25][CH2:24]2)=[O:22])=[O:12])[S:8][CH:9]=1. The catalyst class is: 50. (3) The catalyst class is: 9. Reactant: [C:1]([NH:4][CH2:5][CH2:6][C:7]1[C:15]2[C:10](=[CH:11][CH:12]=[C:13]([O:16][CH3:17])[CH:14]=2)[NH:9][C:8]=1[C:18]([OH:20])=O)(=[O:3])[CH3:2].[CH:21]([N:24](C(C)C)CC)(C)C.Cl.CN.F[P-](F)(F)(F)(F)F.N1(OC(N(C)C)=[N+](C)C)C2N=CC=CC=2N=N1. Product: [C:1]([NH:4][CH2:5][CH2:6][C:7]1[C:15]2[C:10](=[CH:11][CH:12]=[C:13]([O:16][CH3:17])[CH:14]=2)[NH:9][C:8]=1[C:18]([NH:24][CH3:21])=[O:20])(=[O:3])[CH3:2]. (4) Reactant: C([N:5]1[C:13]([C:14]([F:17])([F:16])[F:15])=[CH:12][CH:11]=[C:7]([C:8]([OH:10])=O)[CH:6]1[CH3:18])(C)(C)C.[C:19]([NH2:23])([CH3:22])([CH3:21])[CH3:20].C(N(CC)CC)C.[Cl-].[NH4+]. Product: [C:19]([NH:23][C:8](=[O:10])[C:7]1[CH:11]=[CH:12][C:13]([C:14]([F:15])([F:16])[F:17])=[N:5][C:6]=1[CH3:18])([CH3:22])([CH3:21])[CH3:20]. The catalyst class is: 309. (5) The catalyst class is: 493. Product: [CH2:1]([N:4]1[CH2:9][CH2:8][N:7]([C:10]2[N:15]=[CH:14][C:13]([NH:16][S:17]([C:20]3[CH:25]=[CH:24][C:23]([CH:27]4[CH2:29][CH2:28]4)=[CH:22][CH:21]=3)(=[O:19])=[O:18])=[CH:12][CH:11]=2)[CH2:6][CH2:5]1)[CH:2]=[CH2:3]. Reactant: [CH2:1]([N:4]1[CH2:9][CH2:8][N:7]([C:10]2[N:15]=[CH:14][C:13]([NH:16][S:17]([C:20]3[CH:25]=[CH:24][C:23](Br)=[CH:22][CH:21]=3)(=[O:19])=[O:18])=[CH:12][CH:11]=2)[CH2:6][CH2:5]1)[CH:2]=[CH2:3].[CH:27]1(B(O)O)[CH2:29][CH2:28]1.[O-]P([O-])([O-])=O.[K+].[K+].[K+].C1(P(C2CCCCC2)C2CCCCC2)CCCCC1.